This data is from Forward reaction prediction with 1.9M reactions from USPTO patents (1976-2016). The task is: Predict the product of the given reaction. Given the reactants Br[C:2]1[CH:3]=[N:4][C:5]([NH:8][CH:9]2[CH2:14][CH2:13][O:12][CH2:11][CH2:10]2)=[N:6][CH:7]=1.Br[C:16]1[CH:17]=[CH:18][C:19]([NH2:22])=[N:20][CH:21]=1, predict the reaction product. The product is: [NH2:22][C:19]1[N:20]=[CH:21][C:16]([C:2]2[CH:3]=[N:4][C:5]([NH:8][CH:9]3[CH2:14][CH2:13][O:12][CH2:11][CH2:10]3)=[N:6][CH:7]=2)=[CH:17][CH:18]=1.